From a dataset of Catalyst prediction with 721,799 reactions and 888 catalyst types from USPTO. Predict which catalyst facilitates the given reaction. (1) Product: [N:1]1[CH:6]=[CH:5][C:4]([CH:7]([NH2:10])[CH2:8][CH3:9])=[CH:3][N:2]=1. Reactant: [N:1]1[CH:6]=[CH:5][C:4]([CH:7]([N:10]2C(=O)C3C(=CC=CC=3)C2=O)[CH2:8][CH3:9])=[CH:3][N:2]=1.O.NN. The catalyst class is: 5. (2) Product: [Cl:1][C:2]1[CH:7]=[CH:6][C:5]([C:8]2([CH:14]=[CH2:15])[CH2:9][CH2:10][N:11]([C:17]3[C:18]4[N:19]([N:23]=[C:24]([NH:26][C:27]5[CH:43]=[CH:42][C:30]([C:31]([N:33]([CH3:41])[CH:34]6[CH2:35][CH2:36][N:37]([CH3:40])[CH2:38][CH2:39]6)=[O:32])=[CH:29][CH:28]=5)[N:25]=4)[CH:20]=[CH:21][CH:22]=3)[CH2:12][CH2:13]2)=[CH:4][CH:3]=1. Reactant: [Cl:1][C:2]1[CH:7]=[CH:6][C:5]([C:8]2([CH:14]=[CH2:15])[CH2:13][CH2:12][NH:11][CH2:10][CH2:9]2)=[CH:4][CH:3]=1.Br[C:17]1[C:18]2[N:19]([N:23]=[C:24]([NH:26][C:27]3[CH:43]=[CH:42][C:30]([C:31]([N:33]([CH3:41])[CH:34]4[CH2:39][CH2:38][N:37]([CH3:40])[CH2:36][CH2:35]4)=[O:32])=[CH:29][CH:28]=3)[N:25]=2)[CH:20]=[CH:21][CH:22]=1.C(Cl)(Cl)Cl.C1C=CC(P(C2C(C3C(P(C4C=CC=CC=4)C4C=CC=CC=4)=CC=C4C=3C=CC=C4)=C3C(C=CC=C3)=CC=2)C2C=CC=CC=2)=CC=1.C([O-])([O-])=O.[Cs+].[Cs+]. The catalyst class is: 102. (3) Reactant: [OH-].[K+].[Cl:3][C:4]([Cl:24])=[C:5]([C:15]1[CH:20]=[CH:19][C:18]([O:21]C#N)=[CH:17][CH:16]=1)[C:6]1[CH:11]=[CH:10][C:9]([O:12]C#N)=[CH:8][CH:7]=1.ClC(Cl)(Cl)C(C1C=CC(O)=CC=1)C1C=CC(O)=CC=1.Cl. Product: [Cl:3][C:4]([Cl:24])=[C:5]([C:15]1[CH:20]=[CH:19][C:18]([OH:21])=[CH:17][CH:16]=1)[C:6]1[CH:7]=[CH:8][C:9]([OH:12])=[CH:10][CH:11]=1. The catalyst class is: 72. (4) Product: [Cl:1][C:2]1[CH:3]=[CH:4][C:5]([CH2:6][NH:7][C:8]([C:10]2[CH:11]=[C:12]3[C:13]([C:14](=[O:16])[N:25]([C:26]4[CH:31]=[C:30]([C:32]([OH:34])=[O:33])[CH:29]=[CH:28][N:27]=4)[C:21](=[S:22])[NH:20]3)=[CH:18][CH:19]=2)=[O:9])=[CH:23][CH:24]=1. Reactant: [Cl:1][C:2]1[CH:24]=[CH:23][C:5]([CH2:6][NH:7][C:8]([C:10]2[CH:19]=[CH:18][C:13]([C:14]([O:16]C)=O)=[C:12]([N:20]=[C:21]=[S:22])[CH:11]=2)=[O:9])=[CH:4][CH:3]=1.[NH2:25][C:26]1[CH:31]=[C:30]([C:32]([O:34]CC)=[O:33])[CH:29]=[CH:28][N:27]=1.[OH-].[Na+]. The catalyst class is: 623. (5) Reactant: [CH3:1][O:2][C:3]1[CH:4]=[C:5]([S:11]([NH:14][CH2:15][CH2:16][N:17]([CH:31]2[CH2:33][CH2:32]2)[S:18]([C:21]2[CH:26]=[CH:25][C:24]([O:27][CH3:28])=[C:23]([O:29][CH3:30])[CH:22]=2)(=[O:20])=[O:19])(=[O:13])=[O:12])[CH:6]=[CH:7][C:8]=1[O:9][CH3:10].IC.[C:36](=O)([O-])[O-].[K+].[K+]. Product: [CH3:30][O:29][C:23]1[CH:22]=[C:21]([S:18]([N:17]([CH:31]2[CH2:32][CH2:33]2)[CH2:16][CH2:15][N:14]([CH3:36])[S:11]([C:5]2[CH:6]=[CH:7][C:8]([O:9][CH3:10])=[C:3]([O:2][CH3:1])[CH:4]=2)(=[O:12])=[O:13])(=[O:20])=[O:19])[CH:26]=[CH:25][C:24]=1[O:27][CH3:28]. The catalyst class is: 10. (6) Reactant: C([N:8](CC1C=CC=CC=1)[C@@H:9]1[C:15](=[O:16])[N:14]([CH2:17][C:18]([F:21])([F:20])[F:19])[C:13]2[CH:22]=[C:23]([F:26])[CH:24]=[CH:25][C:12]=2[O:11][C@@H:10]1[CH2:27][CH3:28])C1C=CC=CC=1. Product: [NH2:8][C@@H:9]1[C:15](=[O:16])[N:14]([CH2:17][C:18]([F:19])([F:21])[F:20])[C:13]2[CH:22]=[C:23]([F:26])[CH:24]=[CH:25][C:12]=2[O:11][C@@H:10]1[CH2:27][CH3:28]. The catalyst class is: 19. (7) Reactant: C(O)(C(F)(F)F)=O.C(OC(=O)[NH:14][C@@H:15]([CH2:24][C:25]1[CH:30]=[CH:29][C:28]([O:31][CH2:32][CH2:33][C@H:34]([CH:36]2[CH2:41][CH2:40][N:39]([C:42]3[O:46][N:45]=[C:44]([CH:47]([CH3:49])[CH3:48])[N:43]=3)[CH2:38][CH2:37]2)[CH3:35])=[CH:27][C:26]=1[F:50])[C:16]([N:18]1[CH2:21][C:20]([F:23])([F:22])[CH2:19]1)=[O:17])(C)(C)C. Product: [NH2:14][C@@H:15]([CH2:24][C:25]1[CH:30]=[CH:29][C:28]([O:31][CH2:32][CH2:33][C@H:34]([CH:36]2[CH2:41][CH2:40][N:39]([C:42]3[O:46][N:45]=[C:44]([CH:47]([CH3:49])[CH3:48])[N:43]=3)[CH2:38][CH2:37]2)[CH3:35])=[CH:27][C:26]=1[F:50])[C:16]([N:18]1[CH2:21][C:20]([F:22])([F:23])[CH2:19]1)=[O:17]. The catalyst class is: 2. (8) Reactant: NC1C=C(C(C2C=C3C(C(C=CC4C=CC=CC=4)=NN3COCC[Si](C)(C)C)=CC=2)=C)C=CC=1.[C:35]([NH:38][C:39]1[CH:40]=[C:41]([C:45]([C:47]2[CH:55]=[C:54]3[C:50]([C:51]([CH:64]=[CH:65][C:66]4[CH:71]=[CH:70][CH:69]=[CH:68][CH:67]=4)=[N:52][N:53]3COCC[Si](C)(C)C)=[CH:49][CH:48]=2)=[CH2:46])[CH:42]=[CH:43][CH:44]=1)(=[O:37])[CH3:36]. Product: [C:35]([NH:38][C:39]1[CH:40]=[C:41]([C:45]([C:47]2[CH:55]=[C:54]3[C:50]([C:51]([CH:64]=[CH:65][C:66]4[CH:67]=[CH:68][CH:69]=[CH:70][CH:71]=4)=[N:52][NH:53]3)=[CH:49][CH:48]=2)=[CH2:46])[CH:42]=[CH:43][CH:44]=1)(=[O:37])[CH3:36]. The catalyst class is: 175. (9) Reactant: [C:1]([O:4][CH2:5][O:6][C:7]1[C:8]([C:15]([NH:17][C@H:18]2[CH2:26][O:25][C:24](=[O:27])[C@H:23]([CH2:28][C:29]3[CH:34]=[CH:33][CH:32]=[CH:31][CH:30]=3)[C@@H:22]([OH:35])[C@H:21]([CH3:36])[O:20][C:19]2=[O:37])=[O:16])=[N:9][CH:10]=[CH:11][C:12]=1[O:13][CH3:14])(=[O:3])[CH3:2].[CH:38]1[CH:43]=CC(P(C2C=CC=CC=2)CCCCP(C2C=CC=CC=2)C2C=CC=CC=2)=C[CH:39]=1. Product: [C:1]([O:4][CH2:5][O:6][C:7]1[C:8]([C:15]([NH:17][C@H:18]2[CH2:26][O:25][C:24](=[O:27])[C@H:23]([CH2:28][C:29]3[CH:30]=[CH:31][CH:32]=[CH:33][CH:34]=3)[C@@H:22]([O:35][CH2:43][CH:38]=[CH2:39])[C@H:21]([CH3:36])[O:20][C:19]2=[O:37])=[O:16])=[N:9][CH:10]=[CH:11][C:12]=1[O:13][CH3:14])(=[O:3])[CH3:2]. The catalyst class is: 110. (10) Reactant: [H-].[Na+].[CH:3]1[C:8]2[C:9]3[NH:10][C:11]4[C:16]([C:17]=3[CH2:18][CH2:19][O:20][C:7]=2[CH:6]=[CH:5][CH:4]=1)=[CH:15][CH:14]=[CH:13][CH:12]=4.Br[CH2:22][CH2:23][CH2:24][Cl:25].O. Product: [Cl:25][CH2:24][CH2:23][CH2:22][N:10]1[C:11]2[C:16](=[CH:15][CH:14]=[CH:13][CH:12]=2)[C:17]2[CH2:18][CH2:19][O:20][C:7]3[CH:6]=[CH:5][CH:4]=[CH:3][C:8]=3[C:9]1=2. The catalyst class is: 3.